From a dataset of Full USPTO retrosynthesis dataset with 1.9M reactions from patents (1976-2016). Predict the reactants needed to synthesize the given product. (1) Given the product [CH3:1][CH:2]1[CH2:7][CH2:6][N:5]([C:17]2[CH:22]=[CH:21][N:20]=[CH:19][C:18]=2[N+:23]([O-:25])=[O:24])[CH2:4][CH:3]1[NH:8][C:9](=[O:15])[O:10][C:11]([CH3:14])([CH3:13])[CH3:12], predict the reactants needed to synthesize it. The reactants are: [CH3:1][CH:2]1[CH2:7][CH2:6][NH:5][CH2:4][CH:3]1[NH:8][C:9](=[O:15])[O:10][C:11]([CH3:14])([CH3:13])[CH3:12].Cl[C:17]1[CH:22]=[CH:21][N:20]=[CH:19][C:18]=1[N+:23]([O-:25])=[O:24].CCN(C(C)C)C(C)C. (2) Given the product [F:1][C:2]1[CH:7]=[CH:6][C:5]([C:8]2[N:9]=[C:10]3[N:14]([C:15]=2[C:16]2[CH:17]=[CH:18][C:19]4[N:20]([C:22]([C:41]([OH:40])([CH3:42])[CH3:45])=[N:23][N:24]=4)[CH:21]=2)[CH:13]=[CH:12][O:11]3)=[CH:4][CH:3]=1, predict the reactants needed to synthesize it. The reactants are: [F:1][C:2]1[CH:7]=[CH:6][C:5]([C:8]2[N:9]=[C:10]3[N:14]([C:15]=2[C:16]2[CH:17]=[CH:18][C:19]4[N:20]([C:22](C(OCC)=O)=[N:23][N:24]=4)[CH:21]=2)[CH:13]=[CH:12][O:11]3)=[CH:4][CH:3]=1.FC1C=CC(C2N=C3N(C=2)[CH:42]=[CH:41][O:40]3)=CC=1.[CH2:45]1C(=O)N(I)C(=O)C1.FC1C=CC(B(O)O)=CN=1.NN.O=CC(OCC)=O.C[Mg]Br.[Cl-].[NH4+]. (3) Given the product [CH:34]1[C:35]2[C:30](=[CH:29][C:28]([NH:27][C:8](=[O:9])[CH:7]([C:1]3[CH:2]=[CH:3][CH:4]=[CH:5][CH:6]=3)[CH2:11][O:12][Si:13]([CH:17]([CH3:19])[CH3:18])([CH:20]([CH3:22])[CH3:21])[CH:14]([CH3:15])[CH3:16])=[CH:37][CH:36]=2)[CH:31]=[CH:32][N:33]=1, predict the reactants needed to synthesize it. The reactants are: [C:1]1([CH:7]([CH2:11][O:12][Si:13]([CH:20]([CH3:22])[CH3:21])([CH:17]([CH3:19])[CH3:18])[CH:14]([CH3:16])[CH3:15])[C:8](O)=[O:9])[CH:6]=[CH:5][CH:4]=[CH:3][CH:2]=1.C(Cl)CCl.[NH2:27][C:28]1[CH:29]=[C:30]2[C:35](=[CH:36][CH:37]=1)[CH:34]=[N:33][CH:32]=[CH:31]2. (4) Given the product [C:20]([O:19][C:17](=[O:18])[CH2:16][C@H:3]([O:2]/[N:1]=[C:37](/[C:35]1[N:36]=[C:32]([NH:31][C:29]([O:28][C:24]([CH3:27])([CH3:26])[CH3:25])=[O:30])[S:33][C:34]=1[Cl:42])\[C:38]([OH:40])=[O:39])[C:4]([O:6][CH2:7][C:8]1[CH:13]=[CH:12][C:11]([O:14][CH3:15])=[CH:10][CH:9]=1)=[O:5])([CH3:23])([CH3:22])[CH3:21], predict the reactants needed to synthesize it. The reactants are: [NH2:1][O:2][C@@H:3]([CH2:16][C:17]([O:19][C:20]([CH3:23])([CH3:22])[CH3:21])=[O:18])[C:4]([O:6][CH2:7][C:8]1[CH:13]=[CH:12][C:11]([O:14][CH3:15])=[CH:10][CH:9]=1)=[O:5].[C:24]([O:28][C:29]([NH:31][C:32]1[S:33][C:34]([Cl:42])=[C:35]([C:37](=O)[C:38]([OH:40])=[O:39])[N:36]=1)=[O:30])([CH3:27])([CH3:26])[CH3:25].